From a dataset of Reaction yield outcomes from USPTO patents with 853,638 reactions. Predict the reaction yield, written as a fraction of the theoretical maximum amount of product (1.0 means a 100% yield; for example, 0.34 means a 34% yield). (1) The reactants are [OH:1][C:2]1[CH:15]=[CH:14][C:13]2[S:12][C:11]3[C:6](=[CH:7][CH:8]=[CH:9][CH:10]=3)[NH:5][C:4]=2[CH:3]=1.[H-].[Na+].[N+:18]([C:21]1[CH:28]=[CH:27][C:24]([CH2:25]Br)=[CH:23][CH:22]=1)([O-:20])=[O:19].O. The catalyst is C1COCC1. The product is [N+:18]([C:21]1[CH:28]=[CH:27][C:24]([CH2:25][O:1][C:2]2[CH:15]=[CH:14][C:13]3[S:12][C:11]4[C:6](=[CH:7][CH:8]=[CH:9][CH:10]=4)[NH:5][C:4]=3[CH:3]=2)=[CH:23][CH:22]=1)([O-:20])=[O:19]. The yield is 0.370. (2) The catalyst is O. The reactants are [F:1][C:2]1[CH:7]=[C:6]([O:8][CH2:9][CH:10]2[CH2:15][CH2:14][N:13]([CH2:16][C:17]([F:20])([CH3:19])[CH3:18])[CH2:12][CH2:11]2)[CH:5]=[CH:4][C:3]=1[C:21]1[N:22]=[CH:23][C:24]([C:27]([O:29]C)=[O:28])=[N:25][CH:26]=1.O[Li].O. The product is [F:1][C:2]1[CH:7]=[C:6]([O:8][CH2:9][CH:10]2[CH2:15][CH2:14][N:13]([CH2:16][C:17]([F:20])([CH3:19])[CH3:18])[CH2:12][CH2:11]2)[CH:5]=[CH:4][C:3]=1[C:21]1[N:22]=[CH:23][C:24]([C:27]([OH:29])=[O:28])=[N:25][CH:26]=1. The yield is 0.760. (3) The reactants are Br[C:2]1[CH:3]=[C:4]([NH:10][C:11]2[CH:16]=[CH:15][C:14]([C:17]([N:19]3[CH2:24][CH2:23][O:22][CH2:21][C@@H:20]3[CH3:25])=[O:18])=[CH:13][N:12]=2)[C:5](=[O:9])[N:6]([CH3:8])[CH:7]=1.[B:26]1(B2OC(C)(C)C(C)(C)O2)[O:30]C(C)(C)C(C)(C)[O:27]1.CC(C1C=C(C(C)C)C(C2C=CC=CC=2P(C2CCCCC2)C2CCCCC2)=C(C(C)C)C=1)C.C([O-])(=O)C.[K+]. The catalyst is C1C=CC(/C=C/C(/C=C/C2C=CC=CC=2)=O)=CC=1.C1C=CC(/C=C/C(/C=C/C2C=CC=CC=2)=O)=CC=1.C1C=CC(/C=C/C(/C=C/C2C=CC=CC=2)=O)=CC=1.[Pd].[Pd].O1CCOCC1. The product is [CH3:8][N:6]1[C:5](=[O:9])[C:4]([NH:10][C:11]2[CH:16]=[CH:15][C:14]([C:17]([N:19]3[CH2:24][CH2:23][O:22][CH2:21][C@@H:20]3[CH3:25])=[O:18])=[CH:13][N:12]=2)=[CH:3][C:2]([B:26]([OH:30])[OH:27])=[CH:7]1. The yield is 0.930. (4) The reactants are [CH2:1]([O:11][C:12]1[CH:16]=[CH:15][S:14][CH:13]=1)[CH2:2][CH2:3][CH2:4][CH2:5][CH2:6][CH2:7][CH2:8][CH2:9][CH3:10].[Br:17]N1C(=O)CCC1=O. The catalyst is C(Cl)(Cl)Cl. The product is [Br:17][C:13]1[S:14][CH:15]=[CH:16][C:12]=1[O:11][CH2:1][CH2:2][CH2:3][CH2:4][CH2:5][CH2:6][CH2:7][CH2:8][CH2:9][CH3:10]. The yield is 0.940. (5) The reactants are [CH3:1][O:2][C:3]1[CH:4]=[CH:5][C:6]2[C:10]([O:11][C:12]3[CH:17]=[CH:16][C:15](/[CH:18]=[CH:19]/[C:20]([O:22][C:23]([CH3:26])([CH3:25])[CH3:24])=[O:21])=[CH:14][CH:13]=3)=[CH:9][S:8][C:7]=2[CH:27]=1.Br[C:29]1[CH:34]=[CH:33][C:32]([C:35]([F:38])([F:37])[F:36])=[CH:31][CH:30]=1.CC(C)(C)C(O)=O.C(=O)([O-])[O-].[K+].[K+]. The yield is 0.860. The product is [CH3:1][O:2][C:3]1[CH:4]=[CH:5][C:6]2[C:10]([O:11][C:12]3[CH:17]=[CH:16][C:15](/[CH:18]=[CH:19]/[C:20]([O:22][C:23]([CH3:24])([CH3:26])[CH3:25])=[O:21])=[CH:14][CH:13]=3)=[C:9]([C:29]3[CH:34]=[CH:33][C:32]([C:35]([F:38])([F:37])[F:36])=[CH:31][CH:30]=3)[S:8][C:7]=2[CH:27]=1. The catalyst is CC(N(C)C)=O. (6) The reactants are Br[C:2]1[CH:11]=[C:10]2[C:5]([N:6]=[CH:7][C:8]([C:12]3[CH:13]=[N:14][N:15]([CH3:17])[CH:16]=3)=[N:9]2)=[CH:4][CH:3]=1.B1(B2OC(C)(C)C(C)(C)O2)OC(C)(C)C(C)(C)O1.C([O-])(=O)C.[K+].Br[C:42]1[CH:43]=[C:44]([NH:48][S:49]([N:52]([CH3:54])[CH3:53])(=[O:51])=[O:50])[CH:45]=[N:46][CH:47]=1.C(=O)(O)[O-].[Na+]. The catalyst is O1CCOCC1.O.ClCCl.CCOCC. The product is [CH3:53][N:52]([CH3:54])[S:49]([NH:48][C:44]1[CH:45]=[N:46][CH:47]=[C:42]([C:2]2[CH:11]=[C:10]3[C:5](=[CH:4][CH:3]=2)[N:6]=[CH:7][C:8]([C:12]2[CH:13]=[N:14][N:15]([CH3:17])[CH:16]=2)=[N:9]3)[CH:43]=1)(=[O:50])=[O:51]. The yield is 0.570. (7) The reactants are [N:1]([C:4]1[CH:5]=[CH:6][C:7]([CH3:10])=[N:8][CH:9]=1)=[C:2]=[O:3].C([O-])(O)=O.[Na+].[NH2:16][C:17]1[CH:18]=[C:19]([CH:35]=[CH:36][CH:37]=1)[CH2:20][CH2:21][N:22]1[CH2:27][CH2:26][N:25]([C:28]([O:30][C:31]([CH3:34])([CH3:33])[CH3:32])=[O:29])[CH2:24][CH2:23]1. The catalyst is CCOC(C)=O. The product is [CH3:10][C:7]1[N:8]=[CH:9][C:4]([NH:1][C:2](=[O:3])[NH:16][C:17]2[CH:18]=[C:19]([CH:35]=[CH:36][CH:37]=2)[CH2:20][CH2:21][N:22]2[CH2:23][CH2:24][N:25]([C:28]([O:30][C:31]([CH3:33])([CH3:34])[CH3:32])=[O:29])[CH2:26][CH2:27]2)=[CH:5][CH:6]=1. The yield is 0.630.